From a dataset of Reaction yield outcomes from USPTO patents with 853,638 reactions. Predict the reaction yield, written as a fraction of the theoretical maximum amount of product (1.0 means a 100% yield; for example, 0.34 means a 34% yield). (1) The reactants are O=[C:2]1[C:10](=[CH:11][C:12]2[NH:13][C:14]3[CH2:15][CH2:16][CH2:17][CH2:18][C:19]=3[C:20]=2[CH2:21][CH2:22][C:23](O)=[O:24])[C:9]2[C:4](=[CH:5][CH:6]=[CH:7][CH:8]=2)[NH:3]1.C(N1C=CN=C1)(N1C=CN=C1)=O.[CH3:38][NH2:39].[OH2:40]. The catalyst is CN(C)C=O. The product is [CH3:38][NH:39][C:23](=[O:24])[CH2:22][CH2:21][C:20]1[C:19]2[CH2:18][CH2:17][CH2:16][CH2:15][C:14]=2[NH:13][C:12]=1[CH:11]=[C:10]1[C:9]2[C:4](=[CH:5][CH:6]=[CH:7][CH:8]=2)[NH:3][C:2]1=[O:40]. The yield is 0.800. (2) The reactants are [C:1]([NH:9][C:10]1[CH:15]=[CH:14][CH:13]=[CH:12][C:11]=1[C:16](=[C:30]1[CH2:35][CH2:34][NH:33][CH2:32][CH2:31]1)[C:17]1[CH:29]=[CH:28][C:20]([C:21]([N:23]([CH2:26][CH3:27])[CH2:24][CH3:25])=[O:22])=[CH:19][CH:18]=1)(=[O:8])C1C=CC=CC=1.CC(OC(N1CCC(=[C:49](C2C=CC=CC=2N)[C:50]2[CH:55]=[CH:54][C:53](C(N(CC)CC)=O)=[CH:52][CH:51]=2)CC1)=O)(C)C.C1(CC(Cl)=O)C=CC=CC=1.C(O)(C(F)(F)F)=O. No catalyst specified. The product is [CH2:26]([N:23]([CH2:24][CH3:25])[C:21]([C:20]1[CH:28]=[CH:29][C:17]([C:16](=[C:30]2[CH2:31][CH2:32][NH:33][CH2:34][CH2:35]2)[C:11]2[CH:12]=[CH:13][CH:14]=[CH:15][C:10]=2[NH:9][C:1](=[O:8])[CH2:49][C:50]2[CH:55]=[CH:54][CH:53]=[CH:52][CH:51]=2)=[CH:18][CH:19]=1)=[O:22])[CH3:27]. The yield is 0.620. (3) The reactants are [Cl:1][C:2]1[CH:7]=[CH:6][C:5]([S:8]([N:11]([CH2:21][C:22]2[CH:32]=[CH:31][C:25]([C:26](OCC)=[O:27])=[CH:24][N:23]=2)[C@H:12]([C:15]2[CH:20]=[CH:19][CH:18]=[CH:17][CH:16]=2)[CH2:13][CH3:14])(=[O:10])=[O:9])=[CH:4][CH:3]=1.[BH4-].[Na+].CO. The catalyst is C1COCC1. The product is [Cl:1][C:2]1[CH:7]=[CH:6][C:5]([S:8]([N:11]([CH2:21][C:22]2[CH:32]=[CH:31][C:25]([CH2:26][OH:27])=[CH:24][N:23]=2)[C@H:12]([C:15]2[CH:20]=[CH:19][CH:18]=[CH:17][CH:16]=2)[CH2:13][CH3:14])(=[O:10])=[O:9])=[CH:4][CH:3]=1. The yield is 0.775. (4) The reactants are [CH:1]1([CH2:6][C@H:7]([NH:14][C:15](=[O:21])[O:16][C:17]([CH3:20])([CH3:19])[CH3:18])[CH2:8]OS(C)(=O)=O)[CH2:5][CH2:4][CH2:3][CH2:2]1.[CH3:22][NH2:23]. No catalyst specified. The product is [CH:1]1([CH2:6][C@H:7]([NH:14][C:15](=[O:21])[O:16][C:17]([CH3:20])([CH3:19])[CH3:18])[CH2:8][NH:23][CH3:22])[CH2:5][CH2:4][CH2:3][CH2:2]1. The yield is 0.430. (5) The reactants are [CH3:1][N:2]([CH3:18])[CH2:3][CH2:4][N:5]1[C:13]2[C:8](=[CH:9][C:10]([N+:14]([O-])=O)=[CH:11][CH:12]=2)[CH:7]=[C:6]1[CH3:17]. The catalyst is C(O)C.[Pd]. The product is [CH3:1][N:2]([CH3:18])[CH2:3][CH2:4][N:5]1[C:13]2[C:8](=[CH:9][C:10]([NH2:14])=[CH:11][CH:12]=2)[CH:7]=[C:6]1[CH3:17]. The yield is 0.940. (6) The reactants are [C:1]1(=O)[CH2:6][CH2:5][CH2:4][CH2:3][CH2:2]1.[NH:8]1[C:16]2[C:11](=[CH:12][CH:13]=[C:14]([C:17]([O:19][CH3:20])=[O:18])[CH:15]=2)[CH:10]=[CH:9]1.FC(F)(F)C(O)=O.C([SiH](CC)CC)C. The catalyst is ClCCl. The product is [CH:1]1([C:10]2[C:11]3[C:16](=[CH:15][C:14]([C:17]([O:19][CH3:20])=[O:18])=[CH:13][CH:12]=3)[NH:8][CH:9]=2)[CH2:6][CH2:5][CH2:4][CH2:3][CH2:2]1. The yield is 0.850. (7) The reactants are [Cl:1][C:2]1[CH:7]=[CH:6][C:5]([C:8]2[C:12]3[CH2:13][N:14]([C:17](=[O:19])[CH3:18])[CH2:15][CH2:16][C:11]=3[N:10]([CH2:20][CH:21]3[CH2:23][O:22]3)[N:9]=2)=[CH:4][C:3]=1[N+:24]([O-:26])=[O:25].[O-]S(C(F)(F)F)(=O)=O.[Yb+3].[O-]S(C(F)(F)F)(=O)=O.[O-]S(C(F)(F)F)(=O)=O.[CH3:52][C:53]1[CH:58]=[CH:57][CH:56]=[CH:55][C:54]=1[N:59]1[CH2:64][CH2:63][NH:62][CH2:61][CH2:60]1. The catalyst is ClCCl.O. The product is [Cl:1][C:2]1[CH:7]=[CH:6][C:5]([C:8]2[C:12]3[CH2:13][N:14]([C:17](=[O:19])[CH3:18])[CH2:15][CH2:16][C:11]=3[N:10]([CH2:20][CH:21]([OH:22])[CH2:23][N:62]3[CH2:63][CH2:64][N:59]([C:54]4[CH:55]=[CH:56][CH:57]=[CH:58][C:53]=4[CH3:52])[CH2:60][CH2:61]3)[N:9]=2)=[CH:4][C:3]=1[N+:24]([O-:26])=[O:25]. The yield is 0.900.